This data is from Peptide-MHC class I binding affinity with 185,985 pairs from IEDB/IMGT. The task is: Regression. Given a peptide amino acid sequence and an MHC pseudo amino acid sequence, predict their binding affinity value. This is MHC class I binding data. (1) The peptide sequence is WMACHSAAF. The MHC is HLA-A11:01 with pseudo-sequence HLA-A11:01. The binding affinity (normalized) is 0.0847. (2) The peptide sequence is WVGRASDPD. The MHC is HLA-A02:01 with pseudo-sequence HLA-A02:01. The binding affinity (normalized) is 0.0847. (3) The peptide sequence is FSRENSLSGV. The MHC is HLA-B51:01 with pseudo-sequence HLA-B51:01. The binding affinity (normalized) is 0.174.